Dataset: Forward reaction prediction with 1.9M reactions from USPTO patents (1976-2016). Task: Predict the product of the given reaction. Given the reactants Br[C:2]1[CH:15]=[CH:14][C:13]2[C:4](=[C:5]([C:22]3C=CC=[CH:24][CH:23]=3)[C:6]3[C:11]([C:12]=2[C:16]2[CH:21]=[CH:20][CH:19]=[CH:18][CH:17]=2)=[CH:10][CH:9]=[CH:8][CH:7]=3)[CH:3]=1.[CH:28]1[C:40]2[N:39]([C:41]3[CH:46]=[CH:45][C:44](B(O)O)=[CH:43][CH:42]=3)[C:38]3[C:33](=[CH:34][CH:35]=[CH:36][CH:37]=3)[C:32]=2[CH:31]=[CH:30][CH:29]=1.[C:50]1(C)[CH:55]=CC=C[C:51]=1P(C1C=CC=CC=1C)C1C=CC=CC=1C.C(=O)([O-])[O-].[K+].[K+], predict the reaction product. The product is: [C:16]1([C:12]2[C:11]3[C:6]([C:5]([C:22]4[CH:23]=[CH:24][CH:55]=[CH:50][CH:51]=4)=[C:4]4[C:13]=2[CH:14]=[C:15]([C:30]2[CH:31]=[CH:32][C:40]([N:39]5[C:38]6[CH:37]=[CH:36][CH:35]=[CH:34][C:33]=6[C:42]6[C:41]5=[CH:46][CH:45]=[CH:44][CH:43]=6)=[CH:28][CH:29]=2)[CH:2]=[CH:3]4)=[CH:7][CH:8]=[CH:9][CH:10]=3)[CH:21]=[CH:20][CH:19]=[CH:18][CH:17]=1.